Predict the product of the given reaction. From a dataset of Forward reaction prediction with 1.9M reactions from USPTO patents (1976-2016). (1) Given the reactants [Cl:1][C:2]1[CH:15]=[CH:14][C:5]([C:6]([CH2:8][C:9]([O:11][CH2:12][CH3:13])=[O:10])=[O:7])=[CH:4][CH:3]=1.[C:16]1(=O)[CH:21]=[CH:20][C:19](=[O:22])[CH:18]=[CH:17]1, predict the reaction product. The product is: [Cl:1][C:2]1[CH:3]=[CH:4][C:5]([C:6]2[O:7][C:16]3[CH:21]=[CH:20][C:19]([OH:22])=[CH:18][C:17]=3[C:8]=2[C:9]([O:11][CH2:12][CH3:13])=[O:10])=[CH:14][CH:15]=1. (2) Given the reactants [F:1][C:2]1[CH:7]=[CH:6][CH:5]=[C:4]([C:8]2[CH:13]=[C:12]([N+:14]([O-])=O)[CH:11]=[CH:10][C:9]=2[F:17])[C:3]=1[C:18]#[N:19].O.O.[Sn](Cl)Cl, predict the reaction product. The product is: [NH2:14][C:12]1[CH:11]=[CH:10][C:9]([F:17])=[C:8]([C:4]2[C:3]([C:18]#[N:19])=[C:2]([F:1])[CH:7]=[CH:6][CH:5]=2)[CH:13]=1. (3) Given the reactants [Cl:1][C:2]1[C:10]([Cl:11])=[CH:9][C:5]([C:6](Cl)=[O:7])=[C:4]([F:12])[CH:3]=1.[NH2:13][C:14]1[CH:15]=[CH:16][C:17]([C:20]([O:22][CH3:23])=[O:21])=[N:18][CH:19]=1.N1C=CC=CC=1.Cl, predict the reaction product. The product is: [Cl:1][C:2]1[C:10]([Cl:11])=[CH:9][C:5]([C:6]([NH:13][C:14]2[CH:15]=[CH:16][C:17]([C:20]([O:22][CH3:23])=[O:21])=[N:18][CH:19]=2)=[O:7])=[C:4]([F:12])[CH:3]=1. (4) Given the reactants [CH:1]1([CH:4]([OH:18])[C:5]2[NH:13][C:12]3[C:7](=[N:8][CH:9]=[CH:10][C:11]=3[C:14]([O:16]C)=[O:15])[CH:6]=2)[CH2:3][CH2:2]1, predict the reaction product. The product is: [CH:1]1([CH:4]([OH:18])[C:5]2[NH:13][C:12]3[C:7](=[N:8][CH:9]=[CH:10][C:11]=3[C:14]([OH:16])=[O:15])[CH:6]=2)[CH2:3][CH2:2]1. (5) Given the reactants [CH2:1]([O:3][C:4]([C:6]1[N:11]=[C:10](Br)[C:9]2[S:13][C:14]([C:16]3[CH:21]=[CH:20][CH:19]=[CH:18][CH:17]=3)=[N:15][C:8]=2[C:7]=1[OH:22])=[O:5])[CH3:2].[O:23]1[CH2:28][CH2:27][N:26]([C:29]2[CH:34]=[CH:33][C:32](B(O)O)=[CH:31][CH:30]=2)[CH2:25][CH2:24]1.C(=O)([O-])[O-].[Cs+].[Cs+], predict the reaction product. The product is: [CH2:1]([O:3][C:4]([C:6]1[N:11]=[C:10]([C:32]2[CH:31]=[CH:30][C:29]([N:26]3[CH2:25][CH2:24][O:23][CH2:28][CH2:27]3)=[CH:34][CH:33]=2)[C:9]2[S:13][C:14]([C:16]3[CH:21]=[CH:20][CH:19]=[CH:18][CH:17]=3)=[N:15][C:8]=2[C:7]=1[OH:22])=[O:5])[CH3:2]. (6) Given the reactants Br[C:2]1[CH:14]=[CH:13][C:12]2[C:11]3[C:6](=[CH:7][CH:8]=[CH:9][CH:10]=3)[C:5]([CH3:16])([CH3:15])[C:4]=2[CH:3]=1.[B:17](OC)([O:20]C)[O:18]C, predict the reaction product. The product is: [CH3:15][C:5]1([CH3:16])[C:4]2[CH:3]=[C:2]([B:17]([OH:20])[OH:18])[CH:14]=[CH:13][C:12]=2[C:11]2[C:6]1=[CH:7][CH:8]=[CH:9][CH:10]=2. (7) Given the reactants [NH2:1][C@@H:2]1[CH2:7][CH2:6][C@@H:5]([C:8]([NH:10][CH:11]([C:19]2[CH:24]=[CH:23][C:22]([F:25])=[CH:21][CH:20]=2)[C:12]2[CH:17]=[CH:16][C:15]([F:18])=[CH:14][CH:13]=2)=[O:9])[C@H:4]([C:26]2[CH:31]=[CH:30][C:29]([Br:32])=[CH:28][CH:27]=2)[CH2:3]1.[Cl:33][CH2:34][C:35](Cl)=[O:36].CCN(C(C)C)C(C)C, predict the reaction product. The product is: [F:25][C:22]1[CH:23]=[CH:24][C:19]([CH:11]([C:12]2[CH:17]=[CH:16][C:15]([F:18])=[CH:14][CH:13]=2)[NH:10][C:8]([C@@H:5]2[CH2:6][CH2:7][C@@H:2]([NH:1][C:35](=[O:36])[CH2:34][Cl:33])[CH2:3][C@H:4]2[C:26]2[CH:31]=[CH:30][C:29]([Br:32])=[CH:28][CH:27]=2)=[O:9])=[CH:20][CH:21]=1.